Dataset: Catalyst prediction with 721,799 reactions and 888 catalyst types from USPTO. Task: Predict which catalyst facilitates the given reaction. (1) Reactant: FC(F)(F)C(O)=O.[CH3:8][O:9][CH2:10][CH2:11][N:12]([CH2:28][C:29]1[CH:34]=[CH:33][C:32]([S:35][C:36]([CH3:45])([CH3:44])[C:37]([O:39]C(C)(C)C)=[O:38])=[CH:31][CH:30]=1)[CH2:13][C:14]1[N:15]=[C:16]([CH2:20][C:21]2[CH:26]=[CH:25][CH:24]=[C:23]([CH3:27])[CH:22]=2)[O:17][C:18]=1[CH3:19]. The catalyst class is: 4. Product: [CH3:8][O:9][CH2:10][CH2:11][N:12]([CH2:28][C:29]1[CH:34]=[CH:33][C:32]([S:35][C:36]([CH3:45])([CH3:44])[C:37]([OH:39])=[O:38])=[CH:31][CH:30]=1)[CH2:13][C:14]1[N:15]=[C:16]([CH2:20][C:21]2[CH:26]=[CH:25][CH:24]=[C:23]([CH3:27])[CH:22]=2)[O:17][C:18]=1[CH3:19]. (2) Reactant: [CH:1]([NH:4][CH3:5])([CH3:3])[CH3:2].[OH-].[K+].[N+:8]([C:11]1[CH:12]=[C:13]([S:17](Cl)(=[O:19])=[O:18])[CH:14]=[CH:15][CH:16]=1)([O-:10])=[O:9]. Product: [CH:1]([N:4]([CH3:5])[S:17]([C:13]1[CH:14]=[CH:15][CH:16]=[C:11]([N+:8]([O-:10])=[O:9])[CH:12]=1)(=[O:18])=[O:19])([CH3:3])[CH3:2]. The catalyst class is: 90. (3) Reactant: CC1C=CC(C([O:8][C@H:9]2[CH2:13][C@H:12]([N:14]3[C:18]4[N:19]=[C:20]([NH2:24])[N:21]=[C:22](Cl)[C:17]=4[CH:16]=[CH:15]3)[O:11][C@@H:10]2[CH2:25][O:26]C(=O)C2C=CC(C)=CC=2)=O)=CC=1.[NH3:38]. Product: [NH2:24][C:20]1[N:21]=[C:22]([NH2:38])[C:17]2[CH:16]=[CH:15][N:14]([C@@H:12]3[O:11][C@H:10]([CH2:25][OH:26])[C@@H:9]([OH:8])[CH2:13]3)[C:18]=2[N:19]=1. The catalyst class is: 41. (4) Reactant: C(OC(=O)[NH:7][CH2:8][C:9]1[CH:10]=[C:11]([I:21])[C:12]2[O:16][C:15]([N:17]([CH3:19])[CH3:18])=[N:14][C:13]=2[CH:20]=1)(C)(C)C.FC(F)(F)C(O)=O. Product: [CH3:18][N:17]([CH3:19])[C:15]1[O:16][C:12]2[C:11]([I:21])=[CH:10][C:9]([CH2:8][NH2:7])=[CH:20][C:13]=2[N:14]=1. The catalyst class is: 2.